Dataset: Full USPTO retrosynthesis dataset with 1.9M reactions from patents (1976-2016). Task: Predict the reactants needed to synthesize the given product. (1) Given the product [Cl:11][C:12]1[C:20]2[C:15](=[CH:16][N:17]=[C:18]([CH:21]=[O:22])[CH:19]=2)[O:14][CH:13]=1, predict the reactants needed to synthesize it. The reactants are: C(Cl)(=O)C(Cl)=O.CS(C)=O.[Cl:11][C:12]1[C:20]2[C:15](=[CH:16][N:17]=[C:18]([CH2:21][OH:22])[CH:19]=2)[O:14][CH:13]=1.CCN(CC)CC. (2) The reactants are: O.NN.O.[CH3:5][C:6]([CH3:30])([CH2:22][O:23][CH:24]1[CH2:29][CH2:28][CH2:27][CH2:26][O:25]1)[CH2:7][CH2:8][CH2:9][CH2:10][N:11]1C(=O)C2C(=CC=CC=2)C1=O. Given the product [CH3:5][C:6]([CH3:30])([CH2:22][O:23][CH:24]1[CH2:29][CH2:28][CH2:27][CH2:26][O:25]1)[CH2:7][CH2:8][CH2:9][CH2:10][NH2:11], predict the reactants needed to synthesize it. (3) Given the product [CH3:14][O:7][C:6](=[O:8])[C:5]1[CH:9]=[C:10]([N+:11]([O-:13])=[O:12])[C:2]([NH2:1])=[N:3][CH:4]=1, predict the reactants needed to synthesize it. The reactants are: [NH2:1][C:2]1[C:10]([N+:11]([O-:13])=[O:12])=[CH:9][C:5]([C:6]([OH:8])=[O:7])=[CH:4][N:3]=1.[CH3:14]O. (4) Given the product [Cl:1][C:2]1[CH:3]=[CH:4][C:5]2[N:9]=[C:8]([C:10]3[CH:11]=[N:12][CH:13]=[CH:14][C:15]=3[CH2:16][OH:17])[N:7]([CH3:18])[C:6]=2[CH:19]=1, predict the reactants needed to synthesize it. The reactants are: [Cl:1][C:2]1[CH:3]=[CH:4][C:5]2[N:9]=[C:8]([C:10]3[CH:11]=[N:12][CH:13]=[CH:14][C:15]=3[CH:16]=[O:17])[N:7]([CH3:18])[C:6]=2[CH:19]=1.[BH4-].[Na+]. (5) Given the product [C:1]([O:5][C:6]([C:7]([CH3:11])([CH3:10])[CH2:8][O:9][C:25]([N:27]1[C:36]2[C:31](=[CH:32][C:33]([C:37]([F:40])([F:38])[F:39])=[CH:34][CH:35]=2)[C@@H:30]([NH:41][C:42]2[CH:47]=[CH:46][C:45]([N:48]3[CH2:49][CH2:50][O:51][CH2:52][CH2:53]3)=[CH:44][N:43]=2)[CH2:29][C@H:28]1[CH2:54][CH3:55])=[O:24])=[O:12])([CH3:4])([CH3:2])[CH3:3], predict the reactants needed to synthesize it. The reactants are: [C:1]([O:5][C:6](=[O:12])[C:7]([CH3:11])([CH3:10])[CH2:8][OH:9])([CH3:4])([CH3:3])[CH3:2].[H-].[Na+].[N+](C1C=CC([O:24][C:25]([N:27]2[C:36]3[C:31](=[CH:32][C:33]([C:37]([F:40])([F:39])[F:38])=[CH:34][CH:35]=3)[C@@H:30]([NH:41][C:42]3[CH:47]=[CH:46][C:45]([N:48]4[CH2:53][CH2:52][O:51][CH2:50][CH2:49]4)=[CH:44][N:43]=3)[CH2:29][C@H:28]2[CH2:54][CH3:55])=O)=CC=1)([O-])=O.C(=O)([O-])O.[Na+]. (6) Given the product [C:1]([C:3]1[CH:4]=[CH:5][C:6]([N:9]2[C:13]([C:14]3[CH:15]=[C:16]([C:32]([NH:46][CH2:45][CH2:44][CH2:43][CH2:42][N:37]4[CH2:41][CH2:40][CH2:39][CH2:38]4)=[O:34])[C:17](=[O:31])[N:18]([C:21]4[CH:26]=[CH:25][CH:24]=[C:23]([C:27]([F:30])([F:29])[F:28])[CH:22]=4)[C:19]=3[CH3:20])=[CH:12][CH:11]=[N:10]2)=[CH:7][CH:8]=1)#[N:2], predict the reactants needed to synthesize it. The reactants are: [C:1]([C:3]1[CH:8]=[CH:7][C:6]([N:9]2[C:13]([C:14]3[CH:15]=[C:16]([C:32]([O:34]CC)=O)[C:17](=[O:31])[N:18]([C:21]4[CH:26]=[CH:25][CH:24]=[C:23]([C:27]([F:30])([F:29])[F:28])[CH:22]=4)[C:19]=3[CH3:20])=[CH:12][CH:11]=[N:10]2)=[CH:5][CH:4]=1)#[N:2].[N:37]1([CH2:42][CH2:43][CH2:44][CH2:45][NH2:46])[CH2:41][CH2:40][CH2:39][CH2:38]1. (7) Given the product [CH3:18][N:15]1[CH2:14][CH2:13][N:12]([C:8]2[N:7]3[C:3]([CH2:2][NH:1][S:42]([CH3:41])(=[O:44])=[O:43])=[C:4]([CH2:19][N:20]([CH3:31])[C@@H:21]4[C:30]5[N:29]=[CH:28][CH:27]=[CH:26][C:25]=5[CH2:24][CH2:23][CH2:22]4)[N:5]=[C:6]3[CH:11]=[CH:10][CH:9]=2)[CH2:17][CH2:16]1, predict the reactants needed to synthesize it. The reactants are: [NH2:1][CH2:2][C:3]1[N:7]2[C:8]([N:12]3[CH2:17][CH2:16][N:15]([CH3:18])[CH2:14][CH2:13]3)=[CH:9][CH:10]=[CH:11][C:6]2=[N:5][C:4]=1[CH2:19][N:20]([CH3:31])[C@@H:21]1[C:30]2[N:29]=[CH:28][CH:27]=[CH:26][C:25]=2[CH2:24][CH2:23][CH2:22]1.C(N(CC)C(C)C)(C)C.[CH3:41][S:42](Cl)(=[O:44])=[O:43].[OH-].[NH4+]. (8) Given the product [C:1]([NH:5][O:6][C:36]1[CH:37]=[CH:38][C:39]([C:41]([F:42])([F:44])[F:43])=[CH:40][C:35]=1[C:34](/[N:33]=[C:31]1\[S:32][C:28]([C:24]([CH3:27])([CH3:25])[CH3:26])=[N:29][N:30]\1[CH2:47][C@H:48]1[CH2:52][CH2:51][CH2:50][O:49]1)=[O:46])([CH3:4])([CH3:3])[CH3:2], predict the reactants needed to synthesize it. The reactants are: [C:1]([NH:5][OH:6])([CH3:4])([CH3:3])[CH3:2].C(O)(=O)C.C(NO)(C)(C)C.C(=O)(O)[O-].[Na+].[H-].[Na+].[C:24]([C:28]1[S:32]/[C:31](=[N:33]\[C:34](=[O:46])[C:35]2[CH:40]=[C:39]([C:41]([F:44])([F:43])[F:42])[CH:38]=[CH:37][C:36]=2F)/[N:30]([CH2:47][C@H:48]2[CH2:52][CH2:51][CH2:50][O:49]2)[N:29]=1)([CH3:27])([CH3:26])[CH3:25]. (9) Given the product [CH2:1]([CH:3]1[CH2:8][CH:7]([N:14]([C:15]2[CH:20]=[CH:19][CH:18]=[CH:17][CH:16]=2)[C@H:22]([C:21]([OH:24])=[O:23])[CH3:35])[CH2:6][CH2:5][N:4]1[CH2:10][C:11]([OH:13])=[O:12])[CH3:2], predict the reactants needed to synthesize it. The reactants are: [CH2:1]([CH:3]1[CH2:8][C:7](=O)[CH2:6][CH2:5][N:4]1[CH2:10][C:11]([OH:13])=[O:12])[CH3:2].[NH2:14][C:15]1[CH:20]=[CH:19][CH:18]=[CH:17][CH:16]=1.[C:21]([O:24][BH-]([O:24][C:21](=[O:23])[CH3:22])[O:24][C:21](=[O:23])[CH3:22])(=[O:23])[CH3:22].[Na+].[C:35](O)(=O)C.